Dataset: Full USPTO retrosynthesis dataset with 1.9M reactions from patents (1976-2016). Task: Predict the reactants needed to synthesize the given product. (1) The reactants are: CCN(C(C)C)C(C)C.FC(F)(F)C(O)=O.[Br:17][C:18]1[CH:19]=[C:20]2[C:30](=[N:31][CH:32]=1)[NH:29][C:28](=[O:33])[C:22]1([CH2:27][CH2:26][NH:25][CH2:24][CH2:23]1)[CH2:21]2.[CH:34]1([C:39](O)=[O:40])[CH2:38][CH2:37][CH2:36][CH2:35]1.C1C=CC2N(O)N=NC=2C=1.CCN=C=NCCCN(C)C.Cl. Given the product [Br:17][C:18]1[CH:19]=[C:20]2[C:30](=[N:31][CH:32]=1)[NH:29][C:28](=[O:33])[C:22]1([CH2:27][CH2:26][N:25]([C:39]([CH:34]3[CH2:38][CH2:37][CH2:36][CH2:35]3)=[O:40])[CH2:24][CH2:23]1)[CH2:21]2, predict the reactants needed to synthesize it. (2) Given the product [CH2:1]([NH:7][S:8]([C:11]1[C:16]([Cl:17])=[CH:15][CH:14]=[C:13]([NH2:18])[C:12]=1[OH:21])(=[O:9])=[O:10])[C@H:2]1[O:6][CH2:5][CH2:4][CH2:3]1, predict the reactants needed to synthesize it. The reactants are: [CH2:1]([NH:7][S:8]([C:11]1[C:16]([Cl:17])=[CH:15][CH:14]=[C:13]([N+:18]([O-])=O)[C:12]=1[OH:21])(=[O:10])=[O:9])[C@H:2]1[O:6][CH2:5][CH2:4][CH2:3]1.[H][H].